The task is: Predict the reaction yield, written as a fraction of the theoretical maximum amount of product (1.0 means a 100% yield; for example, 0.34 means a 34% yield).. This data is from Reaction yield outcomes from USPTO patents with 853,638 reactions. (1) The reactants are Br[C:2]1[CH:7]=[C:6]([CH3:8])[C:5]([C:9]([F:12])([F:11])[F:10])=[CH:4][C:3]=1[N+:13]([O-:15])=[O:14].[Cu][C:17]#[N:18].Cl. The catalyst is CN1CCCC1=O. The product is [CH3:8][C:6]1[C:5]([C:9]([F:12])([F:11])[F:10])=[CH:4][C:3]([N+:13]([O-:15])=[O:14])=[C:2]([CH:7]=1)[C:17]#[N:18]. The yield is 0.880. (2) The reactants are [F:1][C:2]1[CH:3]=[CH:4][C:5]([NH:8][NH2:9])=[N:6][CH:7]=1.[CH3:10][C:11]([O:14][C:15]([N:17]1[CH2:21][C@H:20]([C:22](O)=[O:23])[CH2:19][CH2:18]1)=[O:16])([CH3:13])[CH3:12].C1C=CC2N(O)N=NC=2C=1.C(Cl)CCl. The catalyst is C(Cl)Cl.O. The yield is 0.910. The product is [C:11]([O:14][C:15]([N:17]1[CH2:18][CH2:19][C@@H:20]([C:22]([NH:9][NH:8][C:5]2[CH:4]=[CH:3][C:2]([F:1])=[CH:7][N:6]=2)=[O:23])[CH2:21]1)=[O:16])([CH3:13])([CH3:12])[CH3:10]. (3) The reactants are [CH:1]1([CH2:6][CH:7]([C:11]2[CH:16]=[CH:15][C:14]([O:17][CH3:18])=[C:13]([F:19])[CH:12]=2)[C:8]([OH:10])=O)[CH2:5][CH2:4][CH2:3][CH2:2]1.C(Cl)(=O)C(Cl)=O.[NH2:26][C:27]1[S:28][CH:29]=[CH:30][N:31]=1.C(N(CC)C(C)C)(C)C. The catalyst is C(Cl)Cl.CN(C)C=O.O1CCCC1. The product is [CH:1]1([CH2:6][CH:7]([C:11]2[CH:16]=[CH:15][C:14]([O:17][CH3:18])=[C:13]([F:19])[CH:12]=2)[C:8]([NH:26][C:27]2[S:28][CH:29]=[CH:30][N:31]=2)=[O:10])[CH2:2][CH2:3][CH2:4][CH2:5]1. The yield is 1.00. (4) The reactants are [C:1]([O:5][C:6]([NH:8][CH2:9][CH2:10][CH2:11][CH2:12][CH2:13][NH2:14])=[O:7])([CH3:4])([CH3:3])[CH3:2].C(N(CC)CC)C.[Cl:22][CH2:23][CH2:24][S:25](Cl)(=[O:27])=[O:26]. The catalyst is ClCCl. The product is [C:1]([O:5][C:6]([NH:8][CH2:9][CH2:10][CH2:11][CH2:12][CH2:13][NH:14][S:25]([CH2:24][CH2:23][Cl:22])(=[O:27])=[O:26])=[O:7])([CH3:4])([CH3:3])[CH3:2]. The yield is 1.00. (5) The reactants are [CH2:1]([C:3]1[CH2:4][CH:5]2[CH:8]([CH:9]=1)[C:7](=[C:10]([C:18]([O:20][C:21]([CH3:24])([CH3:23])[CH3:22])=[O:19])[C:11]([O:13][C:14]([CH3:17])([CH3:16])[CH3:15])=[O:12])[CH2:6]2)[CH3:2].[C-:25]#[N:26].[Na+]. The catalyst is CC(N(C)C)=O. The product is [C:25]([C:7]1([CH:10]([C:18]([O:20][C:21]([CH3:23])([CH3:22])[CH3:24])=[O:19])[C:11]([O:13][C:14]([CH3:17])([CH3:15])[CH3:16])=[O:12])[CH2:6][CH:5]2[CH:8]1[CH:9]=[C:3]([CH2:1][CH3:2])[CH2:4]2)#[N:26]. The yield is 0.940. (6) The reactants are [F:1][C:2]1[CH:7]=[CH:6][CH:5]=[CH:4][C:3]=1[S:8]([NH:11][C:12]1[CH:21]=[CH:20][C:19]2[CH2:18][CH2:17][CH:16]=[C:15]([O:22][CH3:23])[C:14]=2[C:13]=1[C:24]([O:26][CH3:27])=[O:25])(=[O:10])=[O:9].[H][H]. The catalyst is C(OCC)(=O)C.[Pd]. The product is [F:1][C:2]1[CH:7]=[CH:6][CH:5]=[CH:4][C:3]=1[S:8]([NH:11][C:12]1[CH:21]=[CH:20][C:19]2[CH2:18][CH2:17][CH2:16][CH:15]([O:22][CH3:23])[C:14]=2[C:13]=1[C:24]([O:26][CH3:27])=[O:25])(=[O:10])=[O:9]. The yield is 1.00.